This data is from Full USPTO retrosynthesis dataset with 1.9M reactions from patents (1976-2016). The task is: Predict the reactants needed to synthesize the given product. (1) Given the product [F:8][C:6]1[CH:5]=[CH:4][C:3]([O:9][CH3:10])=[C:2]([C:28]([CH3:30])([CH3:29])[CH2:27][C:25](=[O:24])[CH3:26])[CH:7]=1, predict the reactants needed to synthesize it. The reactants are: Br[C:2]1[CH:7]=[C:6]([F:8])[CH:5]=[CH:4][C:3]=1[O:9][CH3:10].C([Li])CCC.CSC.Cl[Si](C)(C)C.[O:24]=[C:25]([CH:27]=[C:28]([CH3:30])[CH3:29])[CH3:26]. (2) Given the product [NH3:3].[CH:11]([N:8]1[CH:7]=[N:6][C:5]2[C:9]1=[N:10][C:2]([N:37]1[CH2:38][CH2:39][C@H:35]([NH:34][C:33](=[O:40])[O:32][C:28]([CH3:30])([CH3:29])[CH3:31])[CH2:36]1)=[N:3][C:4]=2[NH:14][C:15]1[CH:20]=[CH:19][C:18]([N:21]2[CH2:26][CH2:25][N:24]([CH3:27])[CH2:23][CH2:22]2)=[CH:17][CH:16]=1)([CH3:13])[CH3:12], predict the reactants needed to synthesize it. The reactants are: Cl[C:2]1[N:10]=[C:9]2[C:5]([N:6]=[CH:7][N:8]2[CH:11]([CH3:13])[CH3:12])=[C:4]([NH:14][C:15]2[CH:20]=[CH:19][C:18]([N:21]3[CH2:26][CH2:25][N:24]([CH3:27])[CH2:23][CH2:22]3)=[CH:17][CH:16]=2)[N:3]=1.[C:28]([O:32][C:33](=[O:40])[NH:34][C@H:35]1[CH2:39][CH2:38][NH:37][CH2:36]1)([CH3:31])([CH3:30])[CH3:29].C([O-])([O-])=O.[Cs+].[Cs+].C(OCC)(=O)C. (3) Given the product [Br:1][C:2]1[C:3]([O:10][CH2:11][C:12]([F:15])([F:14])[F:13])=[CH:4][C:5]([C:8]([OH:17])=[O:20])=[N:6][CH:7]=1, predict the reactants needed to synthesize it. The reactants are: [Br:1][C:2]1[C:3]([O:10][CH2:11][C:12]([F:15])([F:14])[F:13])=[CH:4][C:5]([C:8]#N)=[N:6][CH:7]=1.N([O-])=[O:17].[Na+].[OH-:20].[Na+]. (4) Given the product [C:1]([CH:5]1[CH2:6][CH2:7][CH:8]([N:11]([CH2:24][C:25]2[CH:26]=[CH:27][C:28]([C:29]([OH:31])=[O:30])=[CH:33][CH:34]=2)[C:12]2[N:16]([CH3:17])[C:15]3[CH:18]=[CH:19][C:20]([O:22][CH3:23])=[CH:21][C:14]=3[N:13]=2)[CH2:9][CH2:10]1)([CH3:4])([CH3:2])[CH3:3], predict the reactants needed to synthesize it. The reactants are: [C:1]([CH:5]1[CH2:10][CH2:9][CH:8]([N:11]([CH2:24][C:25]2[CH:34]=[CH:33][C:28]([C:29]([O:31]C)=[O:30])=[CH:27][CH:26]=2)[C:12]2[N:16]([CH3:17])[C:15]3[CH:18]=[CH:19][C:20]([O:22][CH3:23])=[CH:21][C:14]=3[N:13]=2)[CH2:7][CH2:6]1)([CH3:4])([CH3:3])[CH3:2].[Li+].[OH-].CCOC(C)=O.Cl. (5) Given the product [NH2:1][C:2]1[N:3]([CH2:22][C:23]([C:25]2[CH:30]=[CH:29][CH:28]=[CH:27][CH:26]=2)=[O:24])[N:4]=[C:5]([CH:7]2[CH2:12][CH2:11][C:10]3([C:20]4[C:15](=[CH:16][CH:17]=[N:18][CH:19]=4)[C:14](=[O:21])[O:13]3)[CH2:9][CH2:8]2)[CH:6]=1, predict the reactants needed to synthesize it. The reactants are: [NH2:1][C:2]1[CH:6]=[C:5]([CH:7]2[CH2:12][CH2:11][C:10]3([C:20]4[C:15](=[CH:16][CH:17]=[N:18][CH:19]=4)[C:14](=[O:21])[O:13]3)[CH2:9][CH2:8]2)[NH:4][N:3]=1.[CH2:22](Cl)[C:23]([C:25]1[CH:30]=[CH:29][CH:28]=[CH:27][CH:26]=1)=[O:24].C(=O)([O-])[O-].[K+].[K+].C(OCC)(=O)C.